Predict the reaction yield, written as a fraction of the theoretical maximum amount of product (1.0 means a 100% yield; for example, 0.34 means a 34% yield). From a dataset of Reaction yield outcomes from USPTO patents with 853,638 reactions. (1) The reactants are [C:1]1([C@H:7]([NH2:9])[CH3:8])[CH:6]=[CH:5][CH:4]=[CH:3][CH:2]=1.C[Al](C)C.[F:14][C:15]1([F:22])[CH2:21][CH2:20][CH2:19][CH:18]2[CH:16]1[O:17]2.[F-].[Na+]. The catalyst is ClCCl. The product is [F:14][C:15]1([F:22])[CH2:21][CH2:20][CH2:19][C@H:18]([NH:9][C@@H:7]([C:1]2[CH:6]=[CH:5][CH:4]=[CH:3][CH:2]=2)[CH3:8])[C@H:16]1[OH:17]. The yield is 0.290. (2) The reactants are FC(F)(F)S(O[C:7]1[CH:12]=[CH:11][C:10]([Cl:13])=[C:9]([NH:14][C@@H:15]([C:17]2[CH:22]=[CH:21][C:20]([Cl:23])=[CH:19][C:18]=2[Cl:24])[CH3:16])[CH:8]=1)(=O)=O.[B:27]1([B:27]2[O:31][C:30]([CH3:33])([CH3:32])[C:29]([CH3:35])([CH3:34])[O:28]2)[O:31][C:30]([CH3:33])([CH3:32])[C:29]([CH3:35])([CH3:34])[O:28]1.C([O-])(=O)C.[K+]. The product is [Cl:13][C:10]1[CH:11]=[CH:12][C:7]([B:27]2[O:31][C:30]([CH3:33])([CH3:32])[C:29]([CH3:35])([CH3:34])[O:28]2)=[CH:8][C:9]=1[NH:14][C@@H:15]([C:17]1[CH:22]=[CH:21][C:20]([Cl:23])=[CH:19][C:18]=1[Cl:24])[CH3:16]. The yield is 0.790. The catalyst is O1CCOCC1.C1C=CC(P(C2C=CC=CC=2)[C-]2C=CC=C2)=CC=1.C1C=CC(P(C2C=CC=CC=2)[C-]2C=CC=C2)=CC=1.Cl[Pd]Cl.[Fe+2]. (3) The reactants are [C:1]1([S:7]([N:10]2[C:14]3=[N:15][CH:16]=[C:17]([N+:20]([O-:22])=[O:21])[C:18](Cl)=[C:13]3[CH:12]=[CH:11]2)(=[O:9])=[O:8])[CH:6]=[CH:5][CH:4]=[CH:3][CH:2]=1.[C:23]([N:30]1[CH2:35][CH2:34][CH:33]([NH2:36])[CH2:32][CH2:31]1)([O:25][C:26]([CH3:29])([CH3:28])[CH3:27])=[O:24].C(N(C(C)C)CC)(C)C. The catalyst is CC(O)C. The product is [C:26]([O:25][C:23]([N:30]1[CH2:35][CH2:34][CH:33]([NH:36][C:18]2[C:17]([N+:20]([O-:22])=[O:21])=[CH:16][N:15]=[C:14]3[N:10]([S:7]([C:1]4[CH:6]=[CH:5][CH:4]=[CH:3][CH:2]=4)(=[O:9])=[O:8])[CH:11]=[CH:12][C:13]=23)[CH2:32][CH2:31]1)=[O:24])([CH3:29])([CH3:27])[CH3:28]. The yield is 0.950. (4) The reactants are C1CCC(N=C=NC2CCCCC2)CC1.[NH2:16][CH2:17][C:18]([OH:20])=[O:19].O[C:22]1[C:31]([F:32])=[C:29]([F:30])[C:27]([F:28])=[C:25]([F:26])[C:23]=1[F:24]. The catalyst is CN(C=O)C. The product is [NH2:16][CH2:17][C:18]([O:20][C:22]1[C:23]([F:24])=[C:25]([F:26])[C:27]([F:28])=[C:29]([F:30])[C:31]=1[F:32])=[O:19]. The yield is 0.100. (5) The reactants are Cl[C:2]1[N:3]([C:13]2[CH:17]=[CH:16][S:15][CH:14]=2)[C:4]2[C:9]([C:10]=1[CH:11]=[O:12])=[CH:8][CH:7]=[CH:6][CH:5]=2.[NH:18]1[CH2:23][CH2:22][NH:21][CH2:20][CH2:19]1. No catalyst specified. The product is [N:18]1([C:2]2[N:3]([C:13]3[CH:17]=[CH:16][S:15][CH:14]=3)[C:4]3[C:9]([C:10]=2[CH:11]=[O:12])=[CH:8][CH:7]=[CH:6][CH:5]=3)[CH2:23][CH2:22][NH:21][CH2:20][CH2:19]1. The yield is 0.780. (6) The reactants are [F:1][C:2]1[CH:3]=[C:4]([C:10]2[CH:15]=[CH:14][C:13]([C:16](=[O:18])[CH3:17])=[CH:12][CH:11]=2)[C:5]([O:8][CH3:9])=[N:6][CH:7]=1.[BH4-].[Na+]. The catalyst is O1CCCC1.ClCCl. The product is [F:1][C:2]1[CH:3]=[C:4]([C:10]2[CH:15]=[CH:14][C:13]([CH:16]([OH:18])[CH3:17])=[CH:12][CH:11]=2)[C:5]([O:8][CH3:9])=[N:6][CH:7]=1. The yield is 0.510. (7) The reactants are C([C@@H]1COC(=O)N1[C@:14]([CH2:47][C:48]([O:50][CH3:51])=[O:49])([CH2:18][C:19]1[CH:24]=[CH:23][C:22]([O:25][CH3:26])=[CH:21][C:20]=1[CH2:27][N:28]([C:40]([O:42]C(C)(C)C)=O)[CH2:29][C:30]1[CH:35]=[CH:34][C:33]([C:36]([F:39])([F:38])[F:37])=[CH:32][CH:31]=1)C(N)=O)C1C=CC=CC=1.OO.O[Li].O.S([O-])([O-])=O.[Na+].[Na+].Cl.C(N(CC)CC)C.C([O-])(O)=O.[Na+].C1(P(N=[N+]=[N-])(C2C=CC=CC=2)=O)C=CC=CC=1. The catalyst is C1COCC1.O. The product is [CH3:26][O:25][C:22]1[CH:23]=[CH:24][C:19]2[CH2:18][C@@H:14]([CH2:47][C:48]([O:50][CH3:51])=[O:49])[C:40](=[O:42])[N:28]([CH2:29][C:30]3[CH:31]=[CH:32][C:33]([C:36]([F:37])([F:38])[F:39])=[CH:34][CH:35]=3)[CH2:27][C:20]=2[CH:21]=1. The yield is 0.740. (8) The reactants are [C:1](OC(=O)C)(=[O:3])[CH3:2].[NH2:8][C:9]1[CH:14]=[CH:13][C:12]([O:15][CH3:16])=[CH:11][C:10]=1[S:17][C:18]1[CH:25]=[CH:24][C:21]([C:22]#[N:23])=[CH:20][C:19]=1[N+:26]([O-:28])=[O:27]. The catalyst is N1C=CC=CC=1. The product is [C:22]([C:21]1[CH:24]=[CH:25][C:18]([S:17][C:10]2[CH:11]=[C:12]([O:15][CH3:16])[CH:13]=[CH:14][C:9]=2[NH:8][C:1](=[O:3])[CH3:2])=[C:19]([N+:26]([O-:28])=[O:27])[CH:20]=1)#[N:23]. The yield is 0.810.